Regression. Given a peptide amino acid sequence and an MHC pseudo amino acid sequence, predict their binding affinity value. This is MHC class I binding data. From a dataset of Peptide-MHC class I binding affinity with 185,985 pairs from IEDB/IMGT. (1) The peptide sequence is KDTPGGYCL. The MHC is HLA-B45:01 with pseudo-sequence HLA-B45:01. The binding affinity (normalized) is 0.0929. (2) The peptide sequence is ALLAGLVSL. The MHC is HLA-A02:01 with pseudo-sequence HLA-A02:01. The binding affinity (normalized) is 0.599. (3) The binding affinity (normalized) is 0.337. The MHC is HLA-A30:02 with pseudo-sequence HLA-A30:02. The peptide sequence is QQILQQQLI. (4) The peptide sequence is KSNRIPFLY. The MHC is HLA-A02:06 with pseudo-sequence HLA-A02:06. The binding affinity (normalized) is 0.0847. (5) The peptide sequence is ETIGLVRAL. The MHC is HLA-B44:02 with pseudo-sequence HLA-B44:02. The binding affinity (normalized) is 0.0847. (6) The peptide sequence is DTSNTGRAEL. The MHC is HLA-A30:01 with pseudo-sequence HLA-A30:01. The binding affinity (normalized) is 0.0658.